Predict the product of the given reaction. From a dataset of Forward reaction prediction with 1.9M reactions from USPTO patents (1976-2016). (1) Given the reactants [CH3:1][N:2]1[N:7]=[C:6]([CH3:8])[C:5]2[CH:9]=[CH:10][C:11]([O:14][CH3:15])=[C:12]([Cl:13])[C:4]=2[S:3]1(=[O:17])=[O:16], predict the reaction product. The product is: [CH3:1][N:2]1[NH:7][CH:6]([CH3:8])[C:5]2[CH:9]=[CH:10][C:11]([O:14][CH3:15])=[C:12]([Cl:13])[C:4]=2[S:3]1(=[O:17])=[O:16]. (2) Given the reactants [C:1]([C:3]1[CH:4]=[N:5][C:6]2[C:11]([CH:12]=1)=[CH:10][C:9]([O:13][CH:14]([S:18][CH3:19])[C:15]([OH:17])=O)=[CH:8][CH:7]=2)#[CH:2].[CH3:20]CN(CC)CC.C1C=NC2N(O)N=NC=2C=1.[CH3:37][C:38]1[N:39]=[C:40]([C:43]([NH2:46])([CH3:45])[CH3:44])[S:41][CH:42]=1.CCN=C=NCCCN(C)C, predict the reaction product. The product is: [C:1]([C:3]1[CH:4]=[N:5][C:6]2[C:11]([CH:12]=1)=[CH:10][C:9]([O:13][CH:14]([S:18][CH3:19])[C:15]([NH:46][C:43]([CH3:45])([CH3:44])/[C:40](/[S:41][CH3:42])=[N:39]/[C:38]([CH3:20])=[CH2:37])=[O:17])=[CH:8][CH:7]=2)#[CH:2]. (3) Given the reactants Cl[C:2]1[C:3]2[N:4]([C:13]([O:16]C)=[N:14][N:15]=2)[C:5]2[C:10]([N:11]=1)=[CH:9][CH:8]=[C:7]([F:12])[CH:6]=2.[CH2:18]([NH2:25])[C:19]1[CH:24]=[CH:23][CH:22]=[CH:21][CH:20]=1, predict the reaction product. The product is: [CH2:18]([NH:25][C:2]1[C:3]2[N:4]([C:13](=[O:16])[NH:14][N:15]=2)[C:5]2[C:10]([N:11]=1)=[CH:9][CH:8]=[C:7]([F:12])[CH:6]=2)[C:19]1[CH:24]=[CH:23][CH:22]=[CH:21][CH:20]=1. (4) The product is: [O:27]1[CH2:28][CH2:29][CH2:30][CH2:31][CH:26]1[O:25][CH2:24][CH2:23][CH2:22][CH2:21][CH2:20][CH2:19][O:1][C:2]1[CH:3]=[C:4]([C:8]2[N:13]=[C:12]([C:14]([O:16][CH3:17])=[O:15])[CH:11]=[CH:10][CH:9]=2)[CH:5]=[CH:6][CH:7]=1. Given the reactants [OH:1][C:2]1[CH:3]=[C:4]([C:8]2[N:13]=[C:12]([C:14]([O:16][CH3:17])=[O:15])[CH:11]=[CH:10][CH:9]=2)[CH:5]=[CH:6][CH:7]=1.Br[CH2:19][CH2:20][CH2:21][CH2:22][CH2:23][CH2:24][O:25][CH:26]1[CH2:31][CH2:30][CH2:29][CH2:28][O:27]1.C([O-])([O-])=O.[K+].[K+], predict the reaction product. (5) Given the reactants [F:1][C:2]([F:16])([F:15])[C:3]1[CH:8]=[CH:7][C:6](/[C:9](/[CH3:14])=[CH:10]/[C:11]([OH:13])=O)=[CH:5][CH:4]=1.[NH:17]1[CH2:21][CH2:20][CH2:19][C@H:18]1[CH2:22][N:23]1[CH2:28][CH2:27][CH2:26][CH2:25][CH2:24]1, predict the reaction product. The product is: [N:23]1([CH2:22][C@@H:18]2[CH2:19][CH2:20][CH2:21][N:17]2[C:11](=[O:13])/[CH:10]=[C:9](/[C:6]2[CH:5]=[CH:4][C:3]([C:2]([F:1])([F:16])[F:15])=[CH:8][CH:7]=2)\[CH3:14])[CH2:28][CH2:27][CH2:26][CH2:25][CH2:24]1. (6) The product is: [Br:19][C:2]1[CH:11]=[C:10]2[C:5]([C:6]([C:13]3[CH:14]=[N:15][CH:16]=[CH:17][CH:18]=3)=[CH:7][C:8](=[O:12])[O:9]2)=[CH:4][CH:3]=1. Given the reactants O[C:2]1[CH:11]=[C:10]2[C:5]([C:6]([C:13]3[CH:14]=[N:15][CH:16]=[CH:17][CH:18]=3)=[CH:7][C:8](=[O:12])[O:9]2)=[CH:4][CH:3]=1.[Br-:19].[Br-].C1(P(C2C=CC=CC=2)C2C=CC=CC=2)C=CC=CC=1, predict the reaction product. (7) Given the reactants [CH2:1]([O:3][CH2:4][CH2:5][NH:6][C:7]([C:9]1[N:10]=[N:11][C:12](Cl)=[CH:13][CH:14]=1)=[O:8])[CH3:2].[N:16]1([C:22]([C:24]2[CH:29]=[CH:28][CH:27]=[CH:26][C:25]=2[C:30]([F:33])([F:32])[F:31])=[O:23])[CH2:21][CH2:20][NH:19][CH2:18][CH2:17]1, predict the reaction product. The product is: [CH2:1]([O:3][CH2:4][CH2:5][NH:6][C:7]([C:9]1[N:10]=[N:11][C:12]([N:19]2[CH2:20][CH2:21][N:16]([C:22](=[O:23])[C:24]3[CH:29]=[CH:28][CH:27]=[CH:26][C:25]=3[C:30]([F:33])([F:31])[F:32])[CH2:17][CH2:18]2)=[CH:13][CH:14]=1)=[O:8])[CH3:2]. (8) Given the reactants Cl[C:2]1[C:7]([Cl:8])=[CH:6][C:5]([Cl:9])=[CH:4][N:3]=1.[NH2:10][NH2:11], predict the reaction product. The product is: [Cl:8][C:7]1[C:2]([NH:10][NH2:11])=[N:3][CH:4]=[C:5]([Cl:9])[CH:6]=1. (9) Given the reactants [F:1][C:2]1[CH:3]=[C:4]2[C:9](=[CH:10][CH:11]=1)[N:8]=[C:7]([C:12]1[CH:17]=[CH:16][C:15]([F:18])=[CH:14][CH:13]=1)[N:6]=[C:5]2[C:19](O)=[O:20].Cl.[OH:23][C:24]1[C:33]([O:34][CH3:35])=[CH:32][CH:31]=[C:30]2[C:25]=1[CH2:26][CH2:27][NH:28][CH2:29]2, predict the reaction product. The product is: [F:1][C:2]1[CH:3]=[C:4]2[C:9](=[CH:10][CH:11]=1)[N:8]=[C:7]([C:12]1[CH:13]=[CH:14][C:15]([F:18])=[CH:16][CH:17]=1)[N:6]=[C:5]2[C:19]([N:28]1[CH2:27][CH2:26][C:25]2[C:30](=[CH:31][CH:32]=[C:33]([O:34][CH3:35])[C:24]=2[OH:23])[CH2:29]1)=[O:20].